Task: Predict the reactants needed to synthesize the given product.. Dataset: Full USPTO retrosynthesis dataset with 1.9M reactions from patents (1976-2016) (1) Given the product [C:19]1([CH3:30])[CH:20]=[CH:21][C:22]([S:25]([O-:28])(=[O:26])=[O:27])=[CH:23][CH:24]=1.[CH2:7]([O:6][C:1](=[O:5])[C:2]([CH3:4])=[CH2:3])[CH3:8].[CH3:8][NH+:9]([CH3:11])[CH3:10], predict the reactants needed to synthesize it. The reactants are: [C:1]([O:6][CH2:7][CH2:8][N:9]([CH3:11])[CH3:10])(=[O:5])[C:2]([CH3:4])=[CH2:3].C1(C)C=CC=CC=1.[C:19]1([CH3:30])[CH:24]=[CH:23][C:22]([S:25]([O:28]C)(=[O:27])=[O:26])=[CH:21][CH:20]=1. (2) Given the product [O:13]1[C:17]2[CH:18]=[CH:19][C:20]([CH2:22][CH:23]3[CH2:28][CH2:27][N:26]([CH2:2][C:3]4[S:7][C:6]([NH:8][C:9](=[O:11])[CH3:10])=[N:5][CH:4]=4)[CH2:25][CH2:24]3)=[CH:21][C:16]=2[O:15][CH2:14]1, predict the reactants needed to synthesize it. The reactants are: Cl[CH2:2][C:3]1[S:7][C:6]([NH:8][C:9](=[O:11])[CH3:10])=[N:5][CH:4]=1.Cl.[O:13]1[C:17]2[CH:18]=[CH:19][C:20]([CH2:22][CH:23]3[CH2:28][CH2:27][NH:26][CH2:25][CH2:24]3)=[CH:21][C:16]=2[O:15][CH2:14]1.CCN(C(C)C)C(C)C. (3) Given the product [CH:2]1([CH2:5][O:6][C:7]2[CH:12]=[C:11]([F:13])[C:10]([CH3:14])=[CH:9][C:8]=2[C:15]2[C:16]3[NH:23][C:22]([CH3:24])=[C:21]([C:25]([NH:27][CH:28]4[CH2:29][CH2:30][N:31]([C:34](=[O:37])[CH2:35][CH3:36])[CH2:32][CH2:33]4)=[O:26])[C:17]=3[N:18]=[CH:19][N:20]=2)[CH2:4][CH2:3]1, predict the reactants needed to synthesize it. The reactants are: Cl.[CH:2]1([CH2:5][O:6][C:7]2[CH:12]=[C:11]([F:13])[C:10]([CH3:14])=[CH:9][C:8]=2[C:15]2[C:16]3[NH:23][C:22]([CH3:24])=[C:21]([C:25]([NH:27][CH:28]4[CH2:33][CH2:32][NH:31][CH2:30][CH2:29]4)=[O:26])[C:17]=3[N:18]=[CH:19][N:20]=2)[CH2:4][CH2:3]1.[C:34](Cl)(=[O:37])[CH2:35][CH3:36]. (4) The reactants are: Cl[CH2:2][C:3]1[CH:21]=[CH:20][C:6]([O:7][CH2:8][C:9]2[N:10]=[C:11]([C:15]3[O:16][CH:17]=[CH:18][CH:19]=3)[O:12][C:13]=2[CH3:14])=[C:5]([O:22][CH3:23])[CH:4]=1.[CH2:24]([N:31]1[CH:35]=[C:34]([C:36]([O:38][CH2:39][CH3:40])=[O:37])[C:33]([OH:41])=[N:32]1)[C:25]1[CH:30]=[CH:29][CH:28]=[CH:27][CH:26]=1.C(=O)([O-])[O-].[K+].[K+].CN(C)C=O. Given the product [CH2:24]([N:31]1[CH:35]=[C:34]([C:36]([O:38][CH2:39][CH3:40])=[O:37])[C:33]([O:41][CH2:2][C:3]2[CH:21]=[CH:20][C:6]([O:7][CH2:8][C:9]3[N:10]=[C:11]([C:15]4[O:16][CH:17]=[CH:18][CH:19]=4)[O:12][C:13]=3[CH3:14])=[C:5]([O:22][CH3:23])[CH:4]=2)=[N:32]1)[C:25]1[CH:26]=[CH:27][CH:28]=[CH:29][CH:30]=1, predict the reactants needed to synthesize it. (5) Given the product [Br:8][C:9]1[CH:10]=[CH:11][CH:12]=[C:13]2[C:17]=1[NH:16][CH:15]=[C:14]2[CH2:7][C:1]1([CH2:2][C:3]#[N:23])[CH2:6][CH2:5]1, predict the reactants needed to synthesize it. The reactants are: [C:1]1([CH3:7])[CH:6]=[CH:5]C=[CH:3][CH:2]=1.[Br:8][C:9]1[CH:10]=[CH:11][CH:12]=[C:13]2[C:17]=1[NH:16][CH:15]=[CH:14]2.C([Mg]Br)C.[Cl-].[NH4+:23]. (6) The reactants are: [CH3:1][O:2][C:3]1[C:4]([Cl:26])=[CH:5][C:6]2[NH:10][C:9](=[O:11])[N:8]([CH:12]3[CH2:17][CH2:16][N:15](C(OC(C)(C)C)=O)[CH2:14][CH2:13]3)[C:7]=2[CH:25]=1.Cl. Given the product [ClH:26].[CH3:1][O:2][C:3]1[C:4]([Cl:26])=[CH:5][C:6]2[NH:10][C:9](=[O:11])[N:8]([CH:12]3[CH2:13][CH2:14][NH:15][CH2:16][CH2:17]3)[C:7]=2[CH:25]=1, predict the reactants needed to synthesize it.